Dataset: Forward reaction prediction with 1.9M reactions from USPTO patents (1976-2016). Task: Predict the product of the given reaction. (1) Given the reactants [Cl:1][C:2]([Cl:6])([Cl:5])[C:3]#[N:4].[ClH:7], predict the reaction product. The product is: [Cl:1][C:2]([Cl:6])([Cl:5])[C:3]1[N:4]=[C:3]([C:2]([Cl:1])([Cl:7])[Cl:7])[N:4]=[C:3]([C:2]([Cl:6])([Cl:5])[Cl:1])[N:4]=1. (2) The product is: [CH3:8][N:9]1[CH2:10][CH2:11][N:12]([C:15]2[CH:20]=[CH:19][C:18]3[N:21]=[C:42]([C:40]4[NH:39][N:38]=[C:37]([C:34]5[CH:35]=[CH:36][C:31]([NH2:27])=[CH:32][CH:33]=5)[CH:41]=4)[NH:22][C:17]=3[CH:16]=2)[CH2:13][CH2:14]1. Given the reactants C(N(CC)CC)C.[CH3:8][N:9]1[CH2:14][CH2:13][N:12]([C:15]2[CH:16]=[C:17]([NH2:22])[C:18]([NH2:21])=[CH:19][CH:20]=2)[CH2:11][CH2:10]1.CC([N:27]([C:31]1[CH:36]=[CH:35][C:34]([C:37]2[CH:41]=[C:40]([CH:42]=O)[NH:39][N:38]=2)=[CH:33][CH:32]=1)C(=O)[O-])(C)C, predict the reaction product. (3) Given the reactants [Cl:1][C:2]1[CH:10]=[CH:9][C:8]([S:11]([CH3:14])(=[O:13])=[O:12])=[CH:7][C:3]=1[C:4]([OH:6])=[O:5].[CH3:15][CH:16]([C:18]1[CH:19]=[N:20][C:21]2[C:26]([C:27]=1[C:28]1[CH:33]=[CH:32][CH:31]=[C:30](O)[CH:29]=1)=[CH:25][CH:24]=[CH:23][C:22]=2[Cl:35])[CH3:17].Cl.C(N=C=NCCCN(C)C)C.O, predict the reaction product. The product is: [Cl:1][C:2]1[CH:10]=[CH:9][C:8]([S:11]([CH3:14])(=[O:13])=[O:12])=[CH:7][C:3]=1[C:4]([O:6][C:32]1[CH:31]=[CH:30][CH:29]=[C:28]([C:27]2[C:26]3[C:21](=[C:22]([Cl:35])[CH:23]=[CH:24][CH:25]=3)[N:20]=[CH:19][C:18]=2[CH:16]([CH3:17])[CH3:15])[CH:33]=1)=[O:5]. (4) Given the reactants Br[CH2:2][C:3]1[C:12]2[C:7](=[C:8]([F:14])[C:9]([F:13])=[CH:10][CH:11]=2)[NH:6][C:5](=[O:15])[CH:4]=1.[N:16]1[CH:21]=[CH:20][C:19]([C:22]2[NH:26][C:25]3[CH:27]=[CH:28][CH:29]=[CH:30][C:24]=3[N:23]=2)=[CH:18][CH:17]=1, predict the reaction product. The product is: [F:13][C:9]1[C:8]([F:14])=[C:7]2[C:12]([C:3]([CH2:2][N:23]3[C:24]4[CH:30]=[CH:29][CH:28]=[CH:27][C:25]=4[N:26]=[C:22]3[C:19]3[CH:18]=[CH:17][N:16]=[CH:21][CH:20]=3)=[CH:4][C:5](=[O:15])[NH:6]2)=[CH:11][CH:10]=1. (5) Given the reactants [C:1]([C:3]1[CH:9]=[CH:8][C:6]([NH2:7])=[CH:5][C:4]=1[C:10]1[CH:15]=[CH:14][C:13]([F:16])=[CH:12][CH:11]=1)#[N:2].N(C1C2CCCCC=2C(C#N)=CC=1)=C=O.[OH:32][C@H:33]1[C@@H:40]2[N:36]([C:37](=[O:54])N(C3C4CCCCC=4C(C#N)=CC=3)[C:39]2=[O:41])[CH2:35][CH2:34]1, predict the reaction product. The product is: [F:16][C:13]1[CH:14]=[CH:15][C:10]([C:4]2[C:3]([C:1]#[N:2])=[CH:9][CH:8]=[C:6]([N:7]3[C:39](=[O:41])[C@@H:40]4[C@H:33]([OH:32])[CH2:34][CH2:35][N:36]4[C:37]3=[O:54])[CH:5]=2)=[CH:11][CH:12]=1. (6) Given the reactants C(N(CC)CC)C.[CH3:8][NH:9][C:10]([C@@H:12]1[C@@H:16]([N:17]=[N+:18]=[N-:19])[C@@H:15]([OH:20])[C@H:14]([N:21]2[CH:29]=[N:28][C:27]3[C:22]2=[N:23][CH:24]=[N:25][C:26]=3Cl)[O:13]1)=[O:11].[C:31]([O:35][C:36](=[O:48])[CH2:37][O:38][C:39]1[CH:44]=[CH:43][C:42]([Cl:45])=[CH:41][C:40]=1[CH2:46][NH2:47])([CH3:34])([CH3:33])[CH3:32], predict the reaction product. The product is: [C:31]([O:35][C:36](=[O:48])[CH2:37][O:38][C:39]1[CH:44]=[CH:43][C:42]([Cl:45])=[CH:41][C:40]=1[CH2:46][NH:47][C:26]1[N:25]=[CH:24][N:23]=[C:22]2[C:27]=1[N:28]=[CH:29][N:21]2[C@H:14]1[C@H:15]([OH:20])[C@H:16]([N:17]=[N+:18]=[N-:19])[C@@H:12]([C:10](=[O:11])[NH:9][CH3:8])[O:13]1)([CH3:34])([CH3:32])[CH3:33].